From a dataset of Forward reaction prediction with 1.9M reactions from USPTO patents (1976-2016). Predict the product of the given reaction. (1) The product is: [Cl:48][C:44]1[S:43][C:42]([S:39](=[O:41])(=[O:40])[NH:38][C:35]([CH3:37])([CH3:36])[CH2:34][OH:33])=[CH:46][C:45]=1[NH:47][C:28]([C:27]1[CH:26]=[N:25][N:18]2[C:19]([C:21]([F:22])([F:24])[F:23])=[CH:20][C:15]([C:7]3[CH:8]=[CH:9][C:10]([C:11]([F:14])([F:13])[F:12])=[C:5]([O:4][CH2:3][C:2]([F:32])([F:31])[F:1])[CH:6]=3)=[N:16][C:17]=12)=[O:29]. Given the reactants [F:1][C:2]([F:32])([F:31])[CH2:3][O:4][C:5]1[CH:6]=[C:7]([C:15]2[CH:20]=[C:19]([C:21]([F:24])([F:23])[F:22])[N:18]3[N:25]=[CH:26][C:27]([C:28](O)=[O:29])=[C:17]3[N:16]=2)[CH:8]=[CH:9][C:10]=1[C:11]([F:14])([F:13])[F:12].[OH:33][CH2:34][C:35]([NH:38][S:39]([C:42]1[S:43][C:44]([Cl:48])=[C:45]([NH2:47])[CH:46]=1)(=[O:41])=[O:40])([CH3:37])[CH3:36], predict the reaction product. (2) Given the reactants [C:1]1([Si:7]([C:20]2[CH:25]=[CH:24][CH:23]=[CH:22][CH:21]=2)([C:16]([CH3:19])([CH3:18])[CH3:17])[O:8][C:9]2[CH:14]=[CH:13][C:12]([OH:15])=[CH:11][CH:10]=2)[CH:6]=[CH:5][CH:4]=[CH:3][CH:2]=1.C1(P(C2C=CC=CC=2)C2C=CC=CC=2)C=CC=CC=1.[CH3:45][CH2:46][O:47][C:48](/N=N/[C:48]([O:47][CH2:46][CH3:45])=O)=O, predict the reaction product. The product is: [C:16]([Si:7]([O:8][C:9]1[CH:14]=[CH:13][C:12]([O:15][CH2:45][C@@H:46]2[CH2:48][O:47]2)=[CH:11][CH:10]=1)([C:20]1[CH:25]=[CH:24][CH:23]=[CH:22][CH:21]=1)[C:1]1[CH:6]=[CH:5][CH:4]=[CH:3][CH:2]=1)([CH3:19])([CH3:17])[CH3:18]. (3) Given the reactants [CH3:1][N:2]1[CH:6]=[CH:5][N:4]=[C:3]1[SH:7].[H-].[Na+].Cl[C:11]1[C:12]([C:17]#[N:18])=[N:13][CH:14]=[CH:15][N:16]=1, predict the reaction product. The product is: [CH3:1][N:2]1[CH:6]=[CH:5][N:4]=[C:3]1[S:7][C:11]1[C:12]([C:17]#[N:18])=[N:13][CH:14]=[CH:15][N:16]=1. (4) Given the reactants [CH:1]1([C:6]2[CH:11]=[C:10]([C:12]3[C:24]4[C:23]([CH3:25])=[C:22]([CH3:26])[S:21][C:20]=4[C:19]([Br:27])=[C:18]4[C:13]=3[CH:14]=[CH:15][CH:16]=[CH:17]4)[CH:9]=[CH:8][C:7]=2[OH:28])[CH2:5][CH2:4][CH2:3][CH2:2]1.C([O-])(=O)C.[K+].[Br:34]Br.O, predict the reaction product. The product is: [Br:34][C:8]1[CH:9]=[C:10]([C:12]2[C:24]3[C:23]([CH3:25])=[C:22]([CH3:26])[S:21][C:20]=3[C:19]([Br:27])=[C:18]3[C:13]=2[CH:14]=[CH:15][CH:16]=[CH:17]3)[CH:11]=[C:6]([CH:1]2[CH2:2][CH2:3][CH2:4][CH2:5]2)[C:7]=1[OH:28]. (5) Given the reactants [C:1]([O:5][C:6]([N:8]1[CH2:13][CH2:12][C:11]([C:23]2[CH:28]=[CH:27][C:26]([I:29])=[CH:25][CH:24]=2)([CH2:14][N:15](C)[C:16](=O)C(F)(F)F)[CH2:10][CH2:9]1)=[O:7])([CH3:4])([CH3:3])[CH3:2].O.C([O-])([O-])=O.[K+].[K+], predict the reaction product. The product is: [C:1]([O:5][C:6]([N:8]1[CH2:9][CH2:10][C:11]([C:23]2[CH:24]=[CH:25][C:26]([I:29])=[CH:27][CH:28]=2)([CH2:14][NH:15][CH3:16])[CH2:12][CH2:13]1)=[O:7])([CH3:4])([CH3:2])[CH3:3]. (6) Given the reactants [CH2:1]([Li])CCC.[C:6]1([C:12]2[C:24]([C:25]([CH3:28])([CH3:27])[CH3:26])=[CH:23][C:22]3[C:21]4[C:16](=[CH:17][C:18]([C:33]5[CH:38]=[CH:37][CH:36]=[CH:35][CH:34]=5)=[C:19]([C:29]([CH3:32])([CH3:31])[CH3:30])[CH:20]=4)[CH2:15][C:14]=3[CH:13]=2)[CH:11]=[CH:10][CH:9]=[CH:8][CH:7]=1.C[C:40]([CH3:46])=[C:41]1[CH:45]=[CH:44][CH:43]=[CH:42]1, predict the reaction product. The product is: [CH:41]1([CH:40]([C:13]2[C:14]3[CH2:15][C:16]4[C:21](=[CH:20][C:19]([C:29]([CH3:31])([CH3:32])[CH3:30])=[C:18]([C:33]5[CH:34]=[CH:35][CH:36]=[CH:37][CH:38]=5)[CH:17]=4)[C:22]=3[CH:23]=[C:24]([C:25]([CH3:26])([CH3:27])[CH3:28])[C:12]=2[C:6]2[CH:11]=[CH:10][CH:9]=[CH:8][CH:7]=2)[CH2:46][CH3:1])[CH:42]=[CH:43][CH:44]=[CH:45]1. (7) Given the reactants Cl[CH2:2][CH2:3][CH2:4][N:5]1[C:10]2[CH:11]=[CH:12][CH:13]=[C:14]([CH2:15][CH3:16])[C:9]=2[O:8][CH2:7][C:6]1=[O:17].[CH:18]1([CH2:21][O:22][CH:23]2[CH2:29][CH:28]3[NH:30][CH:25]([CH2:26][CH2:27]3)[CH2:24]2)[CH2:20][CH2:19]1.C([O-])([O-])=O.[K+].[K+], predict the reaction product. The product is: [CH:18]1([CH2:21][O:22][CH:23]2[CH2:24][CH:25]3[N:30]([CH2:2][CH2:3][CH2:4][N:5]4[C:10]5[CH:11]=[CH:12][CH:13]=[C:14]([CH2:15][CH3:16])[C:9]=5[O:8][CH2:7][C:6]4=[O:17])[CH:28]([CH2:27][CH2:26]3)[CH2:29]2)[CH2:20][CH2:19]1.